From a dataset of Full USPTO retrosynthesis dataset with 1.9M reactions from patents (1976-2016). Predict the reactants needed to synthesize the given product. (1) Given the product [CH2:1]([O:5][C:6]1[N:14]=[C:13]2[C:9]([N:10]=[C:11]([O:24][CH3:25])[N:12]2[CH2:15][CH2:16][CH2:17][NH:18][CH2:19][CH:23]2[CH2:22][CH2:21][O:20][CH2:28]2)=[C:8]([NH2:26])[N:7]=1)[CH2:2][CH2:3][CH3:4], predict the reactants needed to synthesize it. The reactants are: [CH2:1]([O:5][C:6]1[N:14]=[C:13]2[C:9]([N:10]=[C:11]([O:24][CH3:25])[N:12]2[CH2:15][CH2:16][CH2:17][NH:18][C@@H:19]2[CH2:23][CH2:22][CH2:21][O:20]2)=[C:8]([NH2:26])[N:7]=1)[CH2:2][CH2:3][CH3:4].F[C:28](F)(F)C(O)=O.C(OC1NC(N)=C2C(N=1)=NC(OC)=N2)CCC.Cl.O1CCC(CN)C1. (2) The reactants are: [CH2:1]([CH:11]([CH2:15][CH2:16][CH2:17][CH2:18][CH2:19][CH2:20][CH2:21][CH2:22][CH2:23][CH2:24][CH2:25][CH3:26])[C:12](Cl)=[O:13])[CH2:2][CH2:3][CH2:4][CH2:5][CH2:6][CH2:7][CH2:8][CH2:9][CH3:10].[NH2:27][C:28]1[CH:29]=[C:30]([C:38]([O:40][CH3:41])=[O:39])[CH:31]=[C:32]([CH:37]=1)[C:33]([O:35][CH3:36])=[O:34].C(N(CC)CC)C.O. Given the product [CH2:1]([CH:11]([CH2:15][CH2:16][CH2:17][CH2:18][CH2:19][CH2:20][CH2:21][CH2:22][CH2:23][CH2:24][CH2:25][CH3:26])[C:12]([NH:27][C:28]1[CH:37]=[C:32]([C:33]([O:35][CH3:36])=[O:34])[CH:31]=[C:30]([CH:29]=1)[C:38]([O:40][CH3:41])=[O:39])=[O:13])[CH2:2][CH2:3][CH2:4][CH2:5][CH2:6][CH2:7][CH2:8][CH2:9][CH3:10], predict the reactants needed to synthesize it. (3) The reactants are: [C:1]([C:5]1[CH:10]=[CH:9][C:8]([CH2:11][C:12]([CH3:18])=[CH:13][O:14][C:15](=[O:17])[CH3:16])=[CH:7][CH:6]=1)([CH3:4])([CH3:3])[CH3:2].CC(C)([O-])C.[K+].[O:25]=[C:26]([CH2:32][CH2:33][CH2:34][CH2:35][CH2:36][CH2:37][CH3:38])[CH2:27]CC(Cl)=O. Given the product [C:1]([C:5]1[CH:6]=[CH:7][C:8]([CH2:11][C:12]([CH3:18])=[CH:13][O:14][C:15](=[O:17])[CH2:16][CH2:27][C:26](=[O:25])[CH2:32][CH2:33][CH2:34][CH2:35][CH2:36][CH2:37][CH3:38])=[CH:9][CH:10]=1)([CH3:4])([CH3:2])[CH3:3], predict the reactants needed to synthesize it. (4) The reactants are: Cl[C:2]1[C:3]2[O:10][C:9]3[CH:11]=[CH:12][C:13]([Cl:15])=[CH:14][C:8]=3[C:4]=2[N:5]=[CH:6][N:7]=1.[C@H:16]12[CH2:22][C@H:19]([NH:20][CH2:21]1)[CH2:18][N:17]2[C:23]([O:25][C:26]([CH3:29])([CH3:28])[CH3:27])=[O:24]. Given the product [Cl:15][C:13]1[CH:12]=[CH:11][C:9]2[O:10][C:3]3[C:2]([N:20]4[CH2:21][C@@H:16]5[CH2:22][C@H:19]4[CH2:18][N:17]5[C:23]([O:25][C:26]([CH3:29])([CH3:28])[CH3:27])=[O:24])=[N:7][CH:6]=[N:5][C:4]=3[C:8]=2[CH:14]=1, predict the reactants needed to synthesize it. (5) Given the product [Cl:22][C:2]([C:9]1[S:10][CH:11]=[CH:12][CH:13]=1)([CH3:8])[C:3]([O:5][CH2:6][CH3:7])=[O:4], predict the reactants needed to synthesize it. The reactants are: O[C:2]([C:9]1[S:10][CH:11]=[CH:12][CH:13]=1)([CH3:8])[C:3]([O:5][CH2:6][CH3:7])=[O:4].N1C=CC=CC=1.S(Cl)([Cl:22])=O. (6) Given the product [F:1][C:2]1[CH:29]=[CH:28][CH:27]=[CH:26][C:3]=1[CH2:4][N:5]1[C:13]2[C:8](=[N:9][C:10]([CH3:14])=[CH:11][CH:12]=2)[C:7]([C:15]2[C:16]([O:21][CH3:22])=[N:17][CH:18]=[CH:19][CH:20]=2)=[C:6]1[C:23]([NH:48][S:45]([CH:42]1[CH2:44][CH2:43]1)(=[O:47])=[O:46])=[O:25], predict the reactants needed to synthesize it. The reactants are: [F:1][C:2]1[CH:29]=[CH:28][CH:27]=[CH:26][C:3]=1[CH2:4][N:5]1[C:13]2[C:8](=[N:9][C:10]([CH3:14])=[CH:11][CH:12]=2)[C:7]([C:15]2[C:16]([O:21][CH3:22])=[N:17][CH:18]=[CH:19][CH:20]=2)=[C:6]1[C:23]([OH:25])=O.C(C1NC=CN=1)(C1NC=CN=1)=O.[CH:42]1([S:45]([NH2:48])(=[O:47])=[O:46])[CH2:44][CH2:43]1.N12CCCN=C1CCCCC2.